This data is from Peptide-MHC class II binding affinity with 134,281 pairs from IEDB. The task is: Regression. Given a peptide amino acid sequence and an MHC pseudo amino acid sequence, predict their binding affinity value. This is MHC class II binding data. (1) The peptide sequence is KGLMNIALAISAQQVN. The MHC is DRB1_0405 with pseudo-sequence DRB1_0405. The binding affinity (normalized) is 0.425. (2) The peptide sequence is DVKFPGGGKIVGGVY. The MHC is HLA-DQA10501-DQB10301 with pseudo-sequence HLA-DQA10501-DQB10301. The binding affinity (normalized) is 0.743.